From a dataset of TCR-epitope binding with 47,182 pairs between 192 epitopes and 23,139 TCRs. Binary Classification. Given a T-cell receptor sequence (or CDR3 region) and an epitope sequence, predict whether binding occurs between them. (1) The epitope is LLWNGPMAV. The TCR CDR3 sequence is CASSPGLAGGYEQFF. Result: 1 (the TCR binds to the epitope). (2) The epitope is ISDYDYYRY. The TCR CDR3 sequence is CASSVAGGDEQYF. Result: 0 (the TCR does not bind to the epitope). (3) The TCR CDR3 sequence is CASSLGTEETQYF. Result: 0 (the TCR does not bind to the epitope). The epitope is ILGLPTQTV. (4) The epitope is GTHWFVTQR. The TCR CDR3 sequence is CASSREGYSNQPQHF. Result: 0 (the TCR does not bind to the epitope). (5) The TCR CDR3 sequence is CASSLESGSSYNEQFF. Result: 0 (the TCR does not bind to the epitope). The epitope is YSEHPTFTSQY. (6) The epitope is FLYNLLTRV. The TCR CDR3 sequence is CAWSAYTGELFF. Result: 0 (the TCR does not bind to the epitope). (7) The epitope is SEISMDNSPNL. The TCR CDR3 sequence is CASSQSPTRLAGTPHNEQFF. Result: 0 (the TCR does not bind to the epitope). (8) The epitope is KLPDDFTGCV. The TCR CDR3 sequence is CASSQEDRGVYGELFF. Result: 1 (the TCR binds to the epitope).